This data is from Full USPTO retrosynthesis dataset with 1.9M reactions from patents (1976-2016). The task is: Predict the reactants needed to synthesize the given product. (1) Given the product [CH3:35][C:7]1[C:6]([C:4]([OH:5])=[O:3])=[CH:15][C:14]2[C:9](=[CH:10][C:11]([NH:16][C:17]([C:19]3[C:20]([C:25]4[CH:26]=[CH:27][C:28]([C:31]([F:33])([F:32])[F:34])=[CH:29][CH:30]=4)=[CH:21][CH:22]=[CH:23][CH:24]=3)=[O:18])=[CH:12][CH:13]=2)[N:8]=1, predict the reactants needed to synthesize it. The reactants are: C([O:3][C:4]([C:6]1[C:7]([CH3:35])=[N:8][C:9]2[C:14]([CH:15]=1)=[CH:13][CH:12]=[C:11]([NH:16][C:17]([C:19]1[C:20]([C:25]3[CH:30]=[CH:29][C:28]([C:31]([F:34])([F:33])[F:32])=[CH:27][CH:26]=3)=[CH:21][CH:22]=[CH:23][CH:24]=1)=[O:18])[CH:10]=2)=[O:5])C.CO.O.O.[OH-].[Li+]. (2) The reactants are: [C:1]1([O:11][CH2:12][CH2:13][CH2:14][CH2:15][N:16]2[C:20](=[O:21])[CH2:19][O:18][C:17]2=[O:22])[C:10]2[C:5](=[CH:6][CH:7]=[CH:8][CH:9]=2)[CH:4]=[CH:3][CH:2]=1.[NH3:23]. Given the product [C:1]1([O:11][CH2:12][CH2:13][CH2:14][CH2:15][NH:16][C:17](=[O:22])[O:18][CH2:19][C:20]([NH2:23])=[O:21])[C:10]2[C:5](=[CH:6][CH:7]=[CH:8][CH:9]=2)[CH:4]=[CH:3][CH:2]=1, predict the reactants needed to synthesize it.